From a dataset of Full USPTO retrosynthesis dataset with 1.9M reactions from patents (1976-2016). Predict the reactants needed to synthesize the given product. (1) Given the product [C:1]([N:9]1[CH2:14][CH2:13][CH:12]([C:15]([NH:20][NH2:21])=[O:17])[CH2:11][CH2:10]1)(=[O:8])[C:2]1[CH:7]=[CH:6][CH:5]=[CH:4][CH:3]=1, predict the reactants needed to synthesize it. The reactants are: [C:1]([N:9]1[CH2:14][CH2:13][CH:12]([C:15]([O:17]C)=O)[CH2:11][CH2:10]1)(=[O:8])[C:2]1[CH:7]=[CH:6][CH:5]=[CH:4][CH:3]=1.O.[NH2:20][NH2:21].O. (2) Given the product [CH3:15][O:16][C:17]1[CH:18]=[C:19](/[CH:25]=[CH:26]/[C:27]([N:1]2[C:5]3[CH:6]=[CH:7][CH:8]=[CH:9][C:4]=3[NH:3][C:2]2=[O:10])=[O:28])[CH:20]=[CH:21][C:22]=1[O:23][CH3:24], predict the reactants needed to synthesize it. The reactants are: [NH:1]1[C:5]2[CH:6]=[CH:7][CH:8]=[CH:9][C:4]=2[NH:3][C:2]1=[O:10].[H-].[Na+].[H][H].[CH3:15][O:16][C:17]1[CH:18]=[C:19](/[CH:25]=[CH:26]/[C:27](Cl)=[O:28])[CH:20]=[CH:21][C:22]=1[O:23][CH3:24]. (3) Given the product [N:29]1[C:38]2[C:33](=[CH:34][N:35]=[CH:36][CH:37]=2)[C:32]([NH:39][C:12]([CH:9]2[CH2:8][CH2:7][N:6]([C:4]3[C:3]4[CH:15]=[CH:16][CH:17]=[CH:18][C:2]=4[S:1][CH:5]=3)[CH2:11][CH2:10]2)=[O:14])=[CH:31][CH:30]=1, predict the reactants needed to synthesize it. The reactants are: [S:1]1[CH:5]=[C:4]([N:6]2[CH2:11][CH2:10][CH:9]([C:12]([OH:14])=O)[CH2:8][CH2:7]2)[C:3]2[CH:15]=[CH:16][CH:17]=[CH:18][C:2]1=2.BrC1C2C=CC=CC=2SC=1.[N:29]1[C:38]2[C:33](=[CH:34][N:35]=[CH:36][CH:37]=2)[C:32]([NH2:39])=[CH:31][CH:30]=1. (4) Given the product [F:32][C:24]1[CH:25]=[C:26]([CH:30]=[CH:31][C:23]=1[S:20]([NH:6][C:7]1[S:11][N:10]=[CH:9][N:8]=1)(=[O:22])=[O:21])[C:27]([OH:29])=[O:28], predict the reactants needed to synthesize it. The reactants are: COC1C=C(OC)C=CC=1C[NH:6][C:7]1[S:11][N:10]=[CH:9][N:8]=1.[Li].Cl[S:20]([C:23]1[CH:31]=[CH:30][C:26]([C:27]([OH:29])=[O:28])=[CH:25][C:24]=1[F:32])(=[O:22])=[O:21]. (5) Given the product [CH2:1]([O:8][C:9]1[CH:14]=[C:13]([O:15][CH2:16][C:17]2[CH:22]=[CH:21][CH:20]=[CH:19][CH:18]=2)[C:12]([CH:46]=[CH:45][C:44]2[CH:47]=[CH:48][C:49]([O:50][CH3:51])=[C:42]([O:41][CH3:40])[CH:43]=2)=[CH:11][C:10]=1[C:24]1[N:25]([C:30]2[CH:31]=[C:32]3[C:36](=[CH:37][CH:38]=2)[N:35]([CH3:39])[CH:34]=[CH:33]3)[C:26]([OH:29])=[N:27][N:28]=1)[C:2]1[CH:7]=[CH:6][CH:5]=[CH:4][CH:3]=1, predict the reactants needed to synthesize it. The reactants are: [CH2:1]([O:8][C:9]1[CH:14]=[C:13]([O:15][CH2:16][C:17]2[CH:22]=[CH:21][CH:20]=[CH:19][CH:18]=2)[C:12](Br)=[CH:11][C:10]=1[C:24]1[N:25]([C:30]2[CH:31]=[C:32]3[C:36](=[CH:37][CH:38]=2)[N:35]([CH3:39])[CH:34]=[CH:33]3)[C:26]([OH:29])=[N:27][N:28]=1)[C:2]1[CH:7]=[CH:6][CH:5]=[CH:4][CH:3]=1.[CH3:40][O:41][C:42]1[CH:43]=[C:44]([CH:47]=[CH:48][C:49]=1[O:50][CH3:51])[CH:45]=[CH2:46].C(P(C(C)(C)C)C(C)(C)C)(C)(C)C.C(N(C(C)C)CC)(C)C. (6) Given the product [Br:1][C:2]1[CH:18]=[CH:17][C:16]2[C:9](=[O:11])[C:8]3[C:7]([CH2:6][O:5][C:4]=2[CH:3]=1)=[N:15][CH:14]=[CH:13][CH:12]=3, predict the reactants needed to synthesize it. The reactants are: [Br:1][C:2]1[CH:3]=[C:4]([CH:16]=[CH:17][CH:18]=1)[O:5][CH2:6][C:7]1[N:15]=[CH:14][CH:13]=[CH:12][C:8]=1[C:9]([OH:11])=O.[OH-].[Na+].